From a dataset of NCI-60 drug combinations with 297,098 pairs across 59 cell lines. Regression. Given two drug SMILES strings and cell line genomic features, predict the synergy score measuring deviation from expected non-interaction effect. (1) Synergy scores: CSS=19.4, Synergy_ZIP=-3.22, Synergy_Bliss=-4.76, Synergy_Loewe=-8.23, Synergy_HSA=-8.06. Cell line: SW-620. Drug 2: CC1=C(C=C(C=C1)C(=O)NC2=CC(=CC(=C2)C(F)(F)F)N3C=C(N=C3)C)NC4=NC=CC(=N4)C5=CN=CC=C5. Drug 1: CC(CN1CC(=O)NC(=O)C1)N2CC(=O)NC(=O)C2. (2) Synergy scores: CSS=31.4, Synergy_ZIP=1.05, Synergy_Bliss=1.85, Synergy_Loewe=2.64, Synergy_HSA=2.70. Drug 1: C1=CC(=CC=C1CCC2=CNC3=C2C(=O)NC(=N3)N)C(=O)NC(CCC(=O)O)C(=O)O. Drug 2: C#CCC(CC1=CN=C2C(=N1)C(=NC(=N2)N)N)C3=CC=C(C=C3)C(=O)NC(CCC(=O)O)C(=O)O. Cell line: SF-295. (3) Drug 1: CC1=C(C=C(C=C1)C(=O)NC2=CC(=CC(=C2)C(F)(F)F)N3C=C(N=C3)C)NC4=NC=CC(=N4)C5=CN=CC=C5. Drug 2: C1=NC2=C(N=C(N=C2N1C3C(C(C(O3)CO)O)F)Cl)N. Cell line: HCT-15. Synergy scores: CSS=-0.944, Synergy_ZIP=0.602, Synergy_Bliss=5.19, Synergy_Loewe=-4.87, Synergy_HSA=1.20.